This data is from Catalyst prediction with 721,799 reactions and 888 catalyst types from USPTO. The task is: Predict which catalyst facilitates the given reaction. (1) Product: [Cl:20][C:19]1[C:14]([N:11]2[CH2:10][CH2:9][NH:8][CH2:13][CH2:12]2)=[N:15][CH:16]=[CH:17][N:18]=1. The catalyst class is: 258. Reactant: C(OC([N:8]1[CH2:13][CH2:12][N:11]([C:14]2[C:19]([Cl:20])=[N:18][CH:17]=[CH:16][N:15]=2)[CH2:10][CH2:9]1)=O)(C)(C)C.Cl.[OH-].[Na+]. (2) Reactant: [CH2:1]([C:5]1[N:6]=[C:7]([CH3:27])[NH:8][C:9](=[O:26])[C:10]=1[CH2:11][C:12]1[CH:17]=[CH:16][C:15]([C:18]2[C:19]([C:24]#[N:25])=[CH:20][CH:21]=[CH:22][CH:23]=2)=[CH:14][CH:13]=1)[CH2:2][CH2:3][CH3:4].[CH3:28][O:29][C:30]1[CH:35]=[CH:34][C:33](B(O)O)=[CH:32][CH:31]=1.C(N(CC)CC)C.N1C=CC=CC=1. Product: [CH2:1]([C:5]1[N:6]=[C:7]([CH3:27])[N:8]([C:33]2[CH:34]=[CH:35][C:30]([O:29][CH3:28])=[CH:31][CH:32]=2)[C:9](=[O:26])[C:10]=1[CH2:11][C:12]1[CH:17]=[CH:16][C:15]([C:18]2[C:19]([C:24]#[N:25])=[CH:20][CH:21]=[CH:22][CH:23]=2)=[CH:14][CH:13]=1)[CH2:2][CH2:3][CH3:4]. The catalyst class is: 297. (3) Reactant: [OH:1][C:2]1[N:10]=[CH:9][CH:8]=[CH:7][C:3]=1[C:4]([OH:6])=[O:5].[OH-].[K+].[CH2:13](Br)[C:14]1[CH:19]=[CH:18][CH:17]=[CH:16][CH:15]=1.Cl. Product: [CH2:13]([N:10]1[CH:9]=[CH:8][CH:7]=[C:3]([C:4]([OH:6])=[O:5])[C:2]1=[O:1])[C:14]1[CH:19]=[CH:18][CH:17]=[CH:16][CH:15]=1. The catalyst class is: 72. (4) Reactant: [CH2:1]([C@@H:3]1[C@@:8]([CH3:10])([OH:9])[C@H:7]([OH:11])[CH2:6][C@H:5]([C:12]2[CH:17]=[CH:16][N:15]=[CH:14][C:13]=2[N+:18]([O-:20])=[O:19])[O:4]1)[CH3:2].[C:21](OC(=O)C)(=[O:23])[CH3:22]. Product: [C:21]([O:11][C@@H:7]1[CH2:6][C@H:5]([C:12]2[CH:17]=[CH:16][N:15]=[CH:14][C:13]=2[N+:18]([O-:20])=[O:19])[O:4][C@H:3]([CH2:1][CH3:2])[C@:8]1([OH:9])[CH3:10])(=[O:23])[CH3:22]. The catalyst class is: 17. (5) Reactant: [ClH:1].C(OC([N:9]1[CH2:14][CH2:13][N:12]([C:15]2[CH:16]=[N:17][C:18]([NH:21][C:22]3[N:23]=[CH:24][C:25]4[CH:31]=[CH:30][C:29](=[O:32])[N:28]([CH:33]5[CH2:38][CH2:37][CH2:36][CH2:35][CH2:34]5)[C:26]=4[N:27]=3)=[CH:19][CH:20]=2)[CH2:11][CH2:10]1)=O)(C)(C)C. Product: [ClH:1].[CH:33]1([N:28]2[C:26]3[N:27]=[C:22]([NH:21][C:18]4[CH:19]=[CH:20][C:15]([N:12]5[CH2:11][CH2:10][NH:9][CH2:14][CH2:13]5)=[CH:16][N:17]=4)[N:23]=[CH:24][C:25]=3[CH:31]=[CH:30][C:29]2=[O:32])[CH2:34][CH2:35][CH2:36][CH2:37][CH2:38]1. The catalyst class is: 2.